Task: Regression. Given a peptide amino acid sequence and an MHC pseudo amino acid sequence, predict their binding affinity value. This is MHC class I binding data.. Dataset: Peptide-MHC class I binding affinity with 185,985 pairs from IEDB/IMGT (1) The peptide sequence is LASSEPHCA. The MHC is HLA-A30:02 with pseudo-sequence HLA-A30:02. The binding affinity (normalized) is 0.228. (2) The peptide sequence is TSRYWEPEFY. The MHC is HLA-A24:02 with pseudo-sequence HLA-A24:02. The binding affinity (normalized) is 0. (3) The peptide sequence is VMCVCRDNWH. The MHC is HLA-A11:01 with pseudo-sequence HLA-A11:01. The binding affinity (normalized) is 0. (4) The peptide sequence is FPRIWLHGL. The MHC is HLA-B44:02 with pseudo-sequence HLA-B44:02. The binding affinity (normalized) is 0. (5) The peptide sequence is VDYGVRFFFY. The MHC is HLA-B40:02 with pseudo-sequence HLA-B40:02. The binding affinity (normalized) is 0.0461. (6) The peptide sequence is RVFPGDHFY. The MHC is SLA-10401 with pseudo-sequence SLA-10401. The binding affinity (normalized) is 0.680.